From a dataset of Full USPTO retrosynthesis dataset with 1.9M reactions from patents (1976-2016). Predict the reactants needed to synthesize the given product. (1) The reactants are: [F:1][C:2]([F:18])([F:17])[C:3]([N:5]1[C:13]2[C:8](=[CH:9][C:10]([N+:14]([O-])=O)=[CH:11][CH:12]=2)[CH2:7][CH2:6]1)=[O:4]. Given the product [NH2:14][C:10]1[CH:9]=[C:8]2[C:13](=[CH:12][CH:11]=1)[N:5]([C:3](=[O:4])[C:2]([F:18])([F:1])[F:17])[CH2:6][CH2:7]2, predict the reactants needed to synthesize it. (2) Given the product [Cl:24][C:25]1[C:30]([Cl:31])=[C:29]([C:12]2[CH:13]=[CH:14][C:9]([Cl:8])=[C:10]([O:22][CH3:23])[C:11]=2[F:21])[N:28]=[C:27]([C:33]([O:35][CH2:36][C:37]2[CH:42]=[CH:41][CH:40]=[CH:39][CH:38]=2)=[O:34])[CH:26]=1, predict the reactants needed to synthesize it. The reactants are: P(O)([O-])([O-])=O.[K+].[K+].[Cl:8][C:9]1[CH:14]=[CH:13][C:12](B2OCCCO2)=[C:11]([F:21])[C:10]=1[O:22][CH3:23].[Cl:24][C:25]1[C:30]([Cl:31])=[C:29](Cl)[N:28]=[C:27]([C:33]([O:35][CH2:36][C:37]2[CH:42]=[CH:41][CH:40]=[CH:39][CH:38]=2)=[O:34])[CH:26]=1.C1(P(C2C=CC=CC=2)C2C=CC=CC=2)C=CC=CC=1. (3) Given the product [CH3:8][N:9]([CH2:10][CH2:11][OH:12])[C:2]1[N:7]=[CH:6][CH:5]=[CH:4][N:3]=1, predict the reactants needed to synthesize it. The reactants are: Cl[C:2]1[N:7]=[CH:6][CH:5]=[CH:4][N:3]=1.[CH3:8][NH:9][CH2:10][CH2:11][OH:12].O. (4) Given the product [OH:1][C:2]1[CH:3]=[C:4]([CH2:8][C:9]([O:11][CH3:12])=[O:10])[CH:5]=[CH:6][CH:7]=1, predict the reactants needed to synthesize it. The reactants are: [OH:1][C:2]1[CH:3]=[C:4]([CH2:8][C:9]([OH:11])=[O:10])[CH:5]=[CH:6][CH:7]=1.[CH3:12]O. (5) Given the product [C:18]([O:22][C:23]([N:25]1[CH2:30][CH2:29][CH:28]([O:31][C:32]2[CH:33]=[CH:34][C:35]([N:38]([CH2:3]/[CH:4]=[CH:5]/[C:6]3[CH:11]=[CH:10][CH:9]=[C:8]([C:12]#[N:13])[CH:7]=3)[S:39]([CH2:42][CH3:43])(=[O:41])=[O:40])=[CH:36][CH:37]=2)[CH2:27][CH2:26]1)=[O:24])([CH3:21])([CH3:20])[CH3:19], predict the reactants needed to synthesize it. The reactants are: C(=O)(OCC)O[CH2:3]/[CH:4]=[CH:5]/[C:6]1[CH:11]=[CH:10][CH:9]=[C:8]([C:12]#[N:13])[CH:7]=1.[C:18]([O:22][C:23]([N:25]1[CH2:30][CH2:29][CH:28]([O:31][C:32]2[CH:37]=[CH:36][C:35]([NH:38][S:39]([CH2:42][CH3:43])(=[O:41])=[O:40])=[CH:34][CH:33]=2)[CH2:27][CH2:26]1)=[O:24])([CH3:21])([CH3:20])[CH3:19]. (6) The reactants are: C([OH:14])(C1C=CC=CC=1)C1C=CC=CC=1.[C:15]1(=[O:30])[CH2:29][CH2:28][CH2:27][CH2:26][CH2:25][CH2:24][CH2:23][CH2:22][CH2:21][CH2:20][CH2:19][CH2:18][CH2:17][CH2:16]1.ON1C(=O)C2=CC=CC=C2C1=O.N(C(C)(C)C#N)=NC(C)(C)C#N.O=O.FC(F)(F)C(O)C(F)(F)F.C1(C)C=CC(S(O)(=O)=O)=CC=1. Given the product [CH2:23]1[CH2:24][CH2:25][CH2:26][CH2:27][CH2:28][CH2:29][C:15](=[O:14])[O:30][CH2:16][CH2:17][CH2:18][CH2:19][CH2:20][CH2:21][CH2:22]1.[C:15]1(=[O:30])[CH2:29][CH2:28][CH2:27][CH2:26][CH2:25][CH2:24][CH2:23][CH2:22][CH2:21][CH2:20][CH2:19][CH2:18][CH2:17][CH2:16]1, predict the reactants needed to synthesize it.